Dataset: Full USPTO retrosynthesis dataset with 1.9M reactions from patents (1976-2016). Task: Predict the reactants needed to synthesize the given product. (1) Given the product [Cl:28][C:26]1[CH:25]=[C:24]([F:29])[C:23]([C:30]2[N:31]=[N:32][N:33]([CH3:35])[N:34]=2)=[C:22]([C:18]2[CH:19]=[N:20][C:21]3[CH:13]([NH:12][C:11]([C:8]4([NH2:7])[CH2:10][CH2:9]4)=[O:36])[CH2:14][CH2:15][C:16]=3[CH:17]=2)[CH:27]=1, predict the reactants needed to synthesize it. The reactants are: C(OC(=O)[NH:7][C:8]1([C:11](=[O:36])[NH:12][CH:13]2[C:21]3[N:20]=[CH:19][C:18]([C:22]4[CH:27]=[C:26]([Cl:28])[CH:25]=[C:24]([F:29])[C:23]=4[C:30]4[N:31]=[N:32][N:33]([CH3:35])[N:34]=4)=[CH:17][C:16]=3[CH2:15][CH2:14]2)[CH2:10][CH2:9]1)(C)(C)C.FC(F)(F)C(O)=O. (2) Given the product [OH:16][N:15]=[CH:2][CH2:1][C:4]1[C:9]2[CH:10]([C:12]#[N:13])[CH2:11][C:8]=2[CH:7]=[CH:6][CH:5]=1, predict the reactants needed to synthesize it. The reactants are: [C:1]([C:4]1[C:9]2[CH:10]([C:12]#[N:13])[CH2:11][C:8]=2[CH:7]=[CH:6][CH:5]=1)(=O)[CH3:2].Cl.[NH2:15][OH:16]. (3) Given the product [F:8][C:9]1[CH:35]=[C:34]([F:36])[CH:33]=[CH:32][C:10]=1[O:11][CH:12]1[CH2:13][CH2:14][N:15]([C:18]2[N:23]=[C:22]3[CH2:24][N:25]([S:45]([CH3:44])(=[O:47])=[O:46])[CH2:26][CH2:27][C:21]3=[N:20][C:19]=2[NH:28][CH:29]([CH3:31])[CH3:30])[CH2:16][CH2:17]1.[C:2]([OH:3])([C:4]([F:7])([F:6])[F:5])=[O:1], predict the reactants needed to synthesize it. The reactants are: [OH:1][C:2]([C:4]([F:7])([F:6])[F:5])=[O:3].[F:8][C:9]1[CH:35]=[C:34]([F:36])[CH:33]=[CH:32][C:10]=1[O:11][CH:12]1[CH2:17][CH2:16][N:15]([C:18]2[N:23]=[C:22]3[CH2:24][NH:25][CH2:26][CH2:27][C:21]3=[N:20][C:19]=2[NH:28][CH:29]([CH3:31])[CH3:30])[CH2:14][CH2:13]1.C(N(CC)CC)C.[CH3:44][S:45](Cl)(=[O:47])=[O:46].